Dataset: Reaction yield outcomes from USPTO patents with 853,638 reactions. Task: Predict the reaction yield, written as a fraction of the theoretical maximum amount of product (1.0 means a 100% yield; for example, 0.34 means a 34% yield). The reactants are [NH:1]1[C:9]2[C:4](=[CH:5][CH:6]=[C:7]([C:10]([O:12][CH2:13][CH3:14])=[O:11])[CH:8]=2)[CH:3]=[C:2]1[C:15]([O:17][CH2:18][CH3:19])=[O:16].[CH3:20][C:21]1[CH:26]=[CH:25][C:24]([S:27]([O:30][CH2:31][C:32]([F:46])([F:45])[CH2:33]OS(C2C=CC(C)=CC=2)(=O)=O)(=[O:29])=[O:28])=[CH:23][CH:22]=1.C([O-])([O-])=O.[K+].[K+]. The catalyst is CN(C=O)C. The product is [F:46][C:32]([F:45])([CH2:31][O:30][S:27]([C:24]1[CH:25]=[CH:26][C:21]([CH3:20])=[CH:22][CH:23]=1)(=[O:29])=[O:28])[CH2:33][N:1]1[C:9]2[C:4](=[CH:5][CH:6]=[C:7]([C:10]([O:12][CH2:13][CH3:14])=[O:11])[CH:8]=2)[CH:3]=[C:2]1[C:15]([O:17][CH2:18][CH3:19])=[O:16]. The yield is 0.380.